This data is from Forward reaction prediction with 1.9M reactions from USPTO patents (1976-2016). The task is: Predict the product of the given reaction. Given the reactants Cl.[CH:2]1([CH2:5][O:6][C:7]2[CH:12]=[C:11]([F:13])[CH:10]=[CH:9][C:8]=2[C:14]2[CH:19]=[CH:18][N:17]=[C:16]3[C:20]([C:24]([NH:26][CH:27]4[CH2:32][CH2:31][NH:30][CH2:29][CH2:28]4)=[O:25])=[C:21]([CH3:23])[NH:22][C:15]=23)[CH2:4][CH2:3]1.[CH3:33][O:34][CH2:35][C:36](Cl)=[O:37], predict the reaction product. The product is: [CH:2]1([CH2:5][O:6][C:7]2[CH:12]=[C:11]([F:13])[CH:10]=[CH:9][C:8]=2[C:14]2[CH:19]=[CH:18][N:17]=[C:16]3[C:20]([C:24]([NH:26][CH:27]4[CH2:28][CH2:29][N:30]([C:36](=[O:37])[CH2:35][O:34][CH3:33])[CH2:31][CH2:32]4)=[O:25])=[C:21]([CH3:23])[NH:22][C:15]=23)[CH2:4][CH2:3]1.